This data is from Reaction yield outcomes from USPTO patents with 853,638 reactions. The task is: Predict the reaction yield, written as a fraction of the theoretical maximum amount of product (1.0 means a 100% yield; for example, 0.34 means a 34% yield). (1) The reactants are [CH3:1][O:2][C:3](=[O:15])[C:4]1[CH:9]=[CH:8][C:7]([CH:10]=O)=[C:6]([N+]([O-])=O)[CH:5]=1.[CH2:16]([O:18][C:19](=[O:22])[CH2:20][SH:21])[CH3:17].C([O-])([O-])=O.[K+].[K+]. The catalyst is CN(C=O)C. The product is [CH3:1][O:2][C:3]([C:4]1[CH:9]=[CH:8][C:7]2[CH:10]=[C:20]([C:19]([O:18][CH2:16][CH3:17])=[O:22])[S:21][C:6]=2[CH:5]=1)=[O:15]. The yield is 0.800. (2) The reactants are [OH:1][N:2]=[C:3](Cl)[C:4]1[O:8][N:7]=[C:6]([C:9]2[CH:14]=[CH:13][CH:12]=[CH:11][CH:10]=2)[C:5]=1[C:15]([F:18])([F:17])[F:16].[CH3:20][C:21]1([CH3:42])[O:25][CH:24]([C:26]2[CH:35]=[C:34]3[C:29]([C:30]([N:36]4[CH2:41][CH2:40][O:39][CH2:38][CH2:37]4)=[CH:31][CH2:32][O:33]3)=[CH:28][CH:27]=2)[CH2:23][O:22]1.C(N(CC)CC)C. The catalyst is ClCCl. The product is [CH3:20][C:21]1([CH3:42])[O:25][CH:24]([C:26]2[CH:27]=[CH:28][C:29]3[C:30]4([N:36]5[CH2:41][CH2:40][O:39][CH2:38][CH2:37]5)[CH:31]([C:3]([C:4]5[O:8][N:7]=[C:6]([C:9]6[CH:14]=[CH:13][CH:12]=[CH:11][CH:10]=6)[C:5]=5[C:15]([F:18])([F:17])[F:16])=[N:2][O:1]4)[CH2:32][O:33][C:34]=3[CH:35]=2)[CH2:23][O:22]1. The yield is 0.120. (3) The reactants are [Br:1][C:2]1[CH:3]=[C:4](/[CH:8]=[CH:9]/[CH2:10][CH2:11][C:12]([OH:14])=[O:13])[CH:5]=[CH:6][CH:7]=1. The catalyst is C(O)C. The product is [Br:1][C:2]1[CH:3]=[C:4]([CH2:8][CH2:9][CH2:10][CH2:11][C:12]([OH:14])=[O:13])[CH:5]=[CH:6][CH:7]=1. The yield is 0.990. (4) The reactants are [Cl:1][C:2]1[N:7]=[CH:6][C:5](N)=[CH:4][C:3]=1[C:9]([F:12])([F:11])[F:10].[ClH:13].N([O-])=O.[Na+].[S:18](=[O:20])=[O:19]. The catalyst is O. The product is [Cl:1][C:2]1[N:7]=[CH:6][C:5]([S:18]([Cl:13])(=[O:20])=[O:19])=[CH:4][C:3]=1[C:9]([F:12])([F:11])[F:10]. The yield is 0.270.